Predict the reactants needed to synthesize the given product. From a dataset of Full USPTO retrosynthesis dataset with 1.9M reactions from patents (1976-2016). (1) Given the product [OH:1][C:2]([C:14]1[S:15][CH:16]=[CH:17][CH:18]=1)([C:19]1[S:20][CH:21]=[CH:22][CH:23]=1)[C:3]([O:5][C@H:6]1[CH2:7][CH2:8][C@H:9]([N:12]([CH2:25][CH2:26][OH:27])[CH3:13])[CH2:10][CH2:11]1)=[O:4], predict the reactants needed to synthesize it. The reactants are: [OH:1][C:2]([C:19]1[S:20][CH:21]=[CH:22][CH:23]=1)([C:14]1[S:15][CH:16]=[CH:17][CH:18]=1)[C:3]([O:5][C@H:6]1[CH2:11][CH2:10][C@H:9]([NH:12][CH3:13])[CH2:8][CH2:7]1)=[O:4].Br[CH2:25][CH2:26][OH:27].C(N(CC)CC)C.BrC(O)C. (2) Given the product [F:19][CH:20]([F:23])[CH2:21][NH:22][C:15]([C:4]1[C:3]2[C:7](=[CH:8][CH:9]=[CH:10][C:2]=2[Cl:1])[N:6]([CH:11]2[CH2:12][O:13][CH2:14]2)[CH:5]=1)=[O:17], predict the reactants needed to synthesize it. The reactants are: [Cl:1][C:2]1[CH:10]=[CH:9][CH:8]=[C:7]2[C:3]=1[C:4]([C:15]([OH:17])=O)=[CH:5][N:6]2[CH:11]1[CH2:14][O:13][CH2:12]1.Cl.[F:19][CH:20]([F:23])[CH2:21][NH2:22]. (3) Given the product [CH:3]1([C@H:7]([NH:9][C:10]2[N:18]=[C:17]([C:19]([O:21][CH3:22])=[O:20])[N:16]=[C:15]3[C:11]=2[N:12]([CH2:29][C:30]2[CH:31]=[CH:32][C:33]([C:36]([F:38])([F:37])[F:39])=[CH:34][CH:35]=2)[C:13]([CH:23]2[CH2:28][CH2:27][CH2:26][CH2:25][N:24]2[CH3:40])=[N:14]3)[CH3:8])[CH2:6][CH2:5][CH2:4]1, predict the reactants needed to synthesize it. The reactants are: C=O.[CH:3]1([C@H:7]([NH:9][C:10]2[N:18]=[C:17]([C:19]([O:21][CH3:22])=[O:20])[N:16]=[C:15]3[C:11]=2[N:12]([CH2:29][C:30]2[CH:35]=[CH:34][C:33]([C:36]([F:39])([F:38])[F:37])=[CH:32][CH:31]=2)[C:13]([CH:23]2[CH2:28][CH2:27][CH2:26][CH2:25][NH:24]2)=[N:14]3)[CH3:8])[CH2:6][CH2:5][CH2:4]1.[CH3:40]C(O)=O.[BH3-]C#N.[Na+]. (4) Given the product [Cl:6][C:7]1[C:14]([CH3:15])=[C:13]([N:1]2[CH2:5][CH2:4][CH2:3][CH:2]2[C:18]2[CH:25]=[CH:24][CH:23]=[CH:22][CH:19]=2)[CH:12]=[CH:11][C:8]=1[C:9]#[N:10], predict the reactants needed to synthesize it. The reactants are: [NH:1]1[CH2:5][CH2:4][CH2:3][CH2:2]1.[Cl:6][C:7]1[C:14]([CH3:15])=[C:13](F)[CH:12]=[CH:11][C:8]=1[C:9]#[N:10].Cl[C:18]1[CH:25]=[C:24](F)[CH:23]=[CH:22][C:19]=1C#N.FC1C=CC(C#N)=C(C(F)(F)F)C=1. (5) Given the product [C:8]1([O:12][CH2:13][CH:1]=[CH2:2])[CH:7]=[CH:6][CH:11]=[CH:10][CH:9]=1, predict the reactants needed to synthesize it. The reactants are: [CH2:1](Br)[CH:2]=C.C[C:6]1[CH:7]=[C:8]([O:12][CH3:13])[CH:9]=[CH:10][CH:11]=1. (6) Given the product [CH3:6][C:2]([N:7]1[CH:11]=[C:10]([C:12]2[CH:35]=[CH:34][C:15]3[C:16]4[N:17]=[C:18]([C:24]5[N:25]([CH2:29][C:30]([F:31])([F:33])[F:32])[N:26]=[CH:27][N:28]=5)[S:19][C:20]=4[CH2:21][CH2:22][O:23][C:14]=3[CH:13]=2)[CH:9]=[N:8]1)([CH3:1])[CH2:3][OH:4], predict the reactants needed to synthesize it. The reactants are: [CH3:1][C:2]([N:7]1[CH:11]=[C:10]([C:12]2[CH:35]=[CH:34][C:15]3[C:16]4[N:17]=[C:18]([C:24]5[N:25]([CH2:29][C:30]([F:33])([F:32])[F:31])[N:26]=[CH:27][N:28]=5)[S:19][C:20]=4[CH2:21][CH2:22][O:23][C:14]=3[CH:13]=2)[CH:9]=[N:8]1)([CH3:6])[C:3](O)=[O:4].O1CCCC1.[AlH4-].[Li+]. (7) Given the product [CH3:1][N:2]1[CH2:9][C@H:8]2[N:10]([C:11]([O:13][C:14]([CH3:17])([CH3:16])[CH3:15])=[O:12])[C@H:4]([CH2:5][C:6]([C:11]([O:13][CH3:14])=[O:12])=[CH:7]2)[CH2:3]1, predict the reactants needed to synthesize it. The reactants are: [CH3:1][N:2]1[CH2:9][C@H:8]2[N:10]([C:11]([O:13][C:14]([CH3:17])([CH3:16])[CH3:15])=[O:12])[C@H:4]([CH2:5][C:6](OS(C(F)(F)F)(=O)=O)=[CH:7]2)[CH2:3]1.C(N(C(C)C)CC)(C)C.C1(P(C2C=CC=CC=2)C2C=CC=CC=2)C=CC=CC=1.